Dataset: Catalyst prediction with 721,799 reactions and 888 catalyst types from USPTO. Task: Predict which catalyst facilitates the given reaction. (1) Reactant: C[O:2][C:3](=O)[C:4]1[CH:9]=[CH:8][CH:7]=[N:6][C:5]=1[N:10]([C:12](=[O:25])[CH2:13][C:14]1[C:19]([CH2:20][CH3:21])=[CH:18][C:17]([CH3:22])=[CH:16][C:15]=1[CH2:23][CH3:24])[CH3:11].CC(C)([O-])C.[K+]. Product: [CH2:20]([C:19]1[CH:18]=[C:17]([CH3:22])[CH:16]=[C:15]([CH2:23][CH3:24])[C:14]=1[C:13]1[C:12](=[O:25])[N:10]([CH3:11])[C:5]2[C:4]([C:3]=1[OH:2])=[CH:9][CH:8]=[CH:7][N:6]=2)[CH3:21]. The catalyst class is: 9. (2) Reactant: C(N(CC)CC)C.[C:8](Cl)(=[O:10])[CH3:9].Cl.[C:13]([NH:17][C:18]([C:20]1[CH:24]=[C:23]([C:25]2[CH:30]=[CH:29][C:28]([CH2:31][NH2:32])=[CH:27][N:26]=2)[N:22]([C:33]2[CH:34]=[N:35][CH:36]=[CH:37][CH:38]=2)[N:21]=1)=[O:19])([CH3:16])([CH3:15])[CH3:14].O. Product: [C:13]([NH:17][C:18]([C:20]1[CH:24]=[C:23]([C:25]2[CH:30]=[CH:29][C:28]([CH2:31][NH:32][C:8](=[O:10])[CH3:9])=[CH:27][N:26]=2)[N:22]([C:33]2[CH:34]=[N:35][CH:36]=[CH:37][CH:38]=2)[N:21]=1)=[O:19])([CH3:16])([CH3:14])[CH3:15]. The catalyst class is: 4. (3) Reactant: [C:1]([CH2:3][C:4]([O:6][CH3:7])=[O:5])#[N:2].C(=O)([O-])[O-].[K+].[K+].Br[CH2:15][CH2:16][CH2:17][CH2:18]Br. Product: [CH3:7][O:6][C:4]([C:3]1([C:1]#[N:2])[CH2:18][CH2:17][CH2:16][CH2:15]1)=[O:5]. The catalyst class is: 3. (4) Reactant: F[C:2]1[CH:3]=[C:4]([CH3:12])[CH:5]=[C:6]([F:11])[C:7]=1[N+:8]([O-:10])=[O:9].C(N(C(C)C)CC)(C)C.Cl.Cl.[CH2:24]([O:26][C@H:27]1[CH2:32][CH2:31][C@H:30]([N:33]2[CH2:38][CH2:37][CH:36]([NH2:39])[CH2:35][CH2:34]2)[CH2:29][CH2:28]1)[CH3:25]. Product: [F:11][C:6]1[C:7]([N+:8]([O-:10])=[O:9])=[C:2]([NH:39][CH:36]2[CH2:35][CH2:34][N:33]([C@H:30]3[CH2:31][CH2:32][C@H:27]([O:26][CH2:24][CH3:25])[CH2:28][CH2:29]3)[CH2:38][CH2:37]2)[CH:3]=[C:4]([CH3:12])[CH:5]=1. The catalyst class is: 42. (5) Reactant: C[O:2][C:3](=[O:44])[CH2:4][C@H:5]([OH:43])[CH2:6][C@H:7]([OH:42])[CH2:8][CH2:9][C:10]1[N:11]([CH:39]([CH3:41])[CH3:40])[C:12]([C:28](=[O:38])[NH:29][CH2:30][C:31]2[CH:36]=[CH:35][C:34]([F:37])=[CH:33][CH:32]=2)=[C:13]([C:22]2[CH:27]=[CH:26][CH:25]=[CH:24][CH:23]=2)[C:14]=1[C:15]1[CH:20]=[CH:19][C:18]([F:21])=[CH:17][CH:16]=1.C(O)C.O.[OH-].[Na+:50]. Product: [Na+:50].[F:37][C:34]1[CH:33]=[CH:32][C:31]([CH2:30][NH:29][C:28]([C:12]2[N:11]([CH:39]([CH3:41])[CH3:40])[C:10]([CH2:9][CH2:8][C@@H:7]([OH:42])[CH2:6][C@@H:5]([OH:43])[CH2:4][C:3]([O-:44])=[O:2])=[C:14]([C:15]3[CH:20]=[CH:19][C:18]([F:21])=[CH:17][CH:16]=3)[C:13]=2[C:22]2[CH:27]=[CH:26][CH:25]=[CH:24][CH:23]=2)=[O:38])=[CH:36][CH:35]=1. The catalyst class is: 100.